Predict which catalyst facilitates the given reaction. From a dataset of Catalyst prediction with 721,799 reactions and 888 catalyst types from USPTO. (1) Reactant: Br[C:2]1[N:6]2[C:7]3[C:12]([N:13]=[C:14]([CH3:15])[C:5]2=[C:4]([CH3:17])[N:3]=1)=[CH:11][CH:10]=[C:9]([F:16])[CH:8]=3.[CH3:18][C:19]1[CH:24]=[CH:23][CH:22]=[CH:21][C:20]=1B(O)O.C([O-])([O-])=O.[K+].[K+]. Product: [F:16][C:9]1[CH:8]=[C:7]2[C:12]([N:13]=[C:14]([CH3:15])[C:5]3[N:6]2[C:2]([C:20]2[CH:21]=[CH:22][CH:23]=[CH:24][C:19]=2[CH3:18])=[N:3][C:4]=3[CH3:17])=[CH:11][CH:10]=1. The catalyst class is: 73. (2) Reactant: Cl[CH2:2][C:3]1[CH:4]=[CH:5][C:6]([Cl:9])=[N:7][CH:8]=1.[OH:10][C:11]1[C:16]([CH2:17][CH2:18][CH3:19])=[C:15]([OH:20])[CH:14]=[CH:13][C:12]=1[C:21](=[O:23])[CH3:22].C(=O)([O-])[O-].[K+].[K+].C(=O)([O-])[O-].[Cs+].[Cs+]. Product: [Cl:9][C:6]1[N:7]=[CH:8][C:3]([CH2:2][O:20][C:15]2[CH:14]=[CH:13][C:12]([C:21](=[O:23])[CH3:22])=[C:11]([OH:10])[C:16]=2[CH2:17][CH2:18][CH3:19])=[CH:4][CH:5]=1. The catalyst class is: 9. (3) Reactant: [Cl:1][C:2]1[CH:7]=[CH:6][C:5]([CH:8]2[CH2:14][C:13](=O)[O:12][C:10](=[O:11])[CH2:9]2)=[CH:4][CH:3]=1.[NH2:16][C:17]1[CH:22]=[C:21]([Cl:23])[CH:20]=[CH:19][C:18]=1[SH:24]. Product: [Cl:23][C:21]1[CH:20]=[CH:19][C:18]2[S:24][C:13]([CH2:14][CH:8]([C:5]3[CH:4]=[CH:3][C:2]([Cl:1])=[CH:7][CH:6]=3)[CH2:9][C:10]([OH:12])=[O:11])=[N:16][C:17]=2[CH:22]=1. The catalyst class is: 4. (4) Reactant: [S:1]1[C:5]2[CH:6]=[CH:7][CH:8]=[CH:9][C:4]=2[N:3]=[C:2]1[C:10]1[CH:28]=[CH:27][C:13]2[N:14]([CH:21]3[CH2:26][CH2:25][O:24][CH2:23][CH2:22]3)[C:15]([CH2:17][N:18]([CH3:20])[CH3:19])=[N:16][C:12]=2[CH:11]=1.O1CCOCC1.[ClH:35]. Product: [ClH:35].[S:1]1[C:5]2[CH:6]=[CH:7][CH:8]=[CH:9][C:4]=2[N:3]=[C:2]1[C:10]1[CH:28]=[CH:27][C:13]2[N:14]([CH:21]3[CH2:22][CH2:23][O:24][CH2:25][CH2:26]3)[C:15]([CH2:17][N:18]([CH3:20])[CH3:19])=[N:16][C:12]=2[CH:11]=1. The catalyst class is: 27.